Dataset: Forward reaction prediction with 1.9M reactions from USPTO patents (1976-2016). Task: Predict the product of the given reaction. (1) Given the reactants [C:1]([O:5][C:6]([N:8]([CH3:33])[C@H:9]1[CH2:14][CH2:13][C@H:12]([N:15]([CH2:31][CH3:32])[C:16]2[C:17]([CH3:30])=[C:18]([CH:23]=[C:24]([C:26]#[C:27][CH2:28]O)[CH:25]=2)[C:19]([O:21][CH3:22])=[O:20])[CH2:11][CH2:10]1)=[O:7])([CH3:4])([CH3:3])[CH3:2].C1C=CC(P(C2C=CC=CC=2)C2C=CC=CC=2)=CC=1.C(Br)(Br)(Br)[Br:54], predict the reaction product. The product is: [Br:54][CH2:28][C:27]#[C:26][C:24]1[CH:25]=[C:16]([N:15]([C@H:12]2[CH2:13][CH2:14][C@H:9]([N:8]([C:6]([O:5][C:1]([CH3:4])([CH3:3])[CH3:2])=[O:7])[CH3:33])[CH2:10][CH2:11]2)[CH2:31][CH3:32])[C:17]([CH3:30])=[C:18]([CH:23]=1)[C:19]([O:21][CH3:22])=[O:20]. (2) Given the reactants Br[C:2]1[S:3][CH:4]=[C:5]([Br:7])[N:6]=1.[Li]CCCC.[C:13](=[O:15])=[O:14], predict the reaction product. The product is: [Br:7][C:5]1[N:6]=[C:2]([C:13]([OH:15])=[O:14])[S:3][CH:4]=1. (3) Given the reactants C[O:2][C:3](=[O:16])[CH2:4][O:5][C:6]1[CH:14]=[CH:13][C:12]([SH:15])=[C:11]2[C:7]=1[CH2:8][CH2:9][CH2:10]2.ClCC1(F)C=CC(OCC2C=CC=CC=2)=C(F)C1.O[CH2:36][C:37]1[CH:42]=[CH:41][C:40]([OH:43])=[CH:39][CH:38]=1.Br[CH2:45][C:46]1[CH:51]=[CH:50][C:49]([F:52])=[CH:48][C:47]=1[F:53].ClCC1(C(F)(F)F)C=CC(OCC2C=CC=CC=2)=CC1, predict the reaction product. The product is: [F:53][C:47]1[CH:48]=[C:49]([F:52])[CH:50]=[CH:51][C:46]=1[CH2:45][O:43][C:40]1[CH:41]=[CH:42][C:37]([CH2:36][S:15][C:12]2[CH:13]=[CH:14][C:6]([O:5][CH2:4][C:3]([OH:2])=[O:16])=[C:7]3[C:11]=2[CH2:10][CH2:9][CH2:8]3)=[CH:38][CH:39]=1. (4) The product is: [C:8]([C:3]1[CH:4]=[CH:5][CH:6]=[CH:7][C:2]=1[NH:1][C:14](=[O:15])[CH2:13][C:12]([O:18][CH2:19][C:20]1[CH:21]=[CH:22][CH:23]=[CH:24][CH:25]=1)=[O:17])(=[O:11])[CH2:9][CH3:10]. Given the reactants [NH2:1][C:2]1[CH:7]=[CH:6][CH:5]=[CH:4][C:3]=1[C:8](=[O:11])[CH2:9][CH3:10].[C:12]([O:18][CH2:19][C:20]1[CH:25]=[CH:24][CH:23]=[CH:22][CH:21]=1)(=[O:17])[CH2:13][C:14]([O-])=[O:15].CCN=C=NCCCN(C)C.Cl.C1C=CC2N(O)N=NC=2C=1, predict the reaction product. (5) Given the reactants ClC1[CH:3]=[C:4]2[C:8](=[CH:9][CH:10]=1)[N:7]([C:11]1[CH:12]=[N:13][CH:14]=[C:15]([CH:19]=1)[C:16](O)=[O:17])[CH:6]=[C:5]2[C:20]1[C:21](=[O:34])[NH:22][C:23](=[O:33])[C:24]=1[C:25]1[CH:30]=[CH:29][CH:28]=[CH:27][C:26]=1[O:31][CH3:32].C1C=CC2N(O)N=[N:41]C=2C=1.C1CCC(N=C=NC2CCCCC2)CC1.N.[CH2:61]([Cl:63])Cl, predict the reaction product. The product is: [Cl:63][C:61]1[CH:3]=[C:4]2[C:8](=[CH:9][CH:10]=1)[N:7]([C:11]1[CH:12]=[N:13][CH:14]=[C:15]([CH:19]=1)[C:16]([NH2:41])=[O:17])[CH:6]=[C:5]2[C:20]1[C:21](=[O:34])[NH:22][C:23](=[O:33])[C:24]=1[C:25]1[CH:30]=[CH:29][CH:28]=[CH:27][C:26]=1[O:31][CH3:32]. (6) Given the reactants [OH:1][C:2]1[CH:9]=[CH:8][C:7]([CH3:10])=[CH:6][C:3]=1[CH:4]=O.[NH:11]1[CH2:16][CH2:15][CH2:14][CH2:13][CH2:12]1.[S:17]1[CH2:23][C:21](=[O:22])[NH:20][C:18]1=S, predict the reaction product. The product is: [OH:1][C:2]1[CH:9]=[CH:8][C:7]([CH3:10])=[CH:6][C:3]=1/[CH:4]=[C:23]1/[C:21](=[O:22])[N:20]=[C:18]([N:11]2[CH2:16][CH2:15][CH2:14][CH2:13][CH2:12]2)[S:17]/1. (7) Given the reactants [C:1]([CH2:4][C@@H:5]1[CH2:17][C:16]2[C:15]3[C:14]([O:18][CH:19]4[CH2:24][CH2:23][CH:22]([NH:25]C(=O)OC(C)(C)C)[CH2:21][CH2:20]4)=[N:13][CH:12]=[N:11][C:10]=3[S:9][C:8]=2[CH2:7][CH2:6]1)(=[O:3])[NH2:2].[ClH:33], predict the reaction product. The product is: [ClH:33].[NH2:25][CH:22]1[CH2:23][CH2:24][CH:19]([O:18][C:14]2[C:15]3[C:16]4[CH2:17][C@@H:5]([CH2:4][C:1]([NH2:2])=[O:3])[CH2:6][CH2:7][C:8]=4[S:9][C:10]=3[N:11]=[CH:12][N:13]=2)[CH2:20][CH2:21]1. (8) Given the reactants [CH2:1]([C:3]1[C:8](/[CH:9]=[CH:10]/[O:11]C)=[CH:7][CH:6]=[CH:5][C:4]=1[C:13]1[N:17]=[C:16]([C:18]2[CH:23]=[CH:22][C:21]([O:24][CH:25]([CH3:27])[CH3:26])=[C:20]([C:28]([F:31])([F:30])[F:29])[CH:19]=2)[S:15][N:14]=1)[CH3:2].Cl, predict the reaction product. The product is: [CH2:1]([C:3]1[C:4]([C:13]2[N:17]=[C:16]([C:18]3[CH:23]=[CH:22][C:21]([O:24][CH:25]([CH3:27])[CH3:26])=[C:20]([C:28]([F:30])([F:29])[F:31])[CH:19]=3)[S:15][N:14]=2)=[CH:5][CH:6]=[CH:7][C:8]=1[CH2:9][CH:10]=[O:11])[CH3:2]. (9) Given the reactants [NH2:1][C@H:2]([NH:9][C:10]([CH:12]1[CH2:17][CH2:16][O:15][CH2:14][CH2:13]1)=O)[C:3]1[CH:8]=[CH:7][CH:6]=[CH:5][CH:4]=1.B.C1COCC1.CO.Cl, predict the reaction product. The product is: [C:3]1([C@H:2]([NH2:1])[NH:9][CH2:10][CH:12]2[CH2:17][CH2:16][O:15][CH2:14][CH2:13]2)[CH:4]=[CH:5][CH:6]=[CH:7][CH:8]=1.